From a dataset of Peptide-MHC class I binding affinity with 185,985 pairs from IEDB/IMGT. Regression. Given a peptide amino acid sequence and an MHC pseudo amino acid sequence, predict their binding affinity value. This is MHC class I binding data. (1) The peptide sequence is WLYDLWGQL. The MHC is HLA-A01:01 with pseudo-sequence HLA-A01:01. The binding affinity (normalized) is 0.213. (2) The peptide sequence is TLMAAILAYT. The MHC is HLA-A02:03 with pseudo-sequence HLA-A02:03. The binding affinity (normalized) is 0.944.